This data is from Full USPTO retrosynthesis dataset with 1.9M reactions from patents (1976-2016). The task is: Predict the reactants needed to synthesize the given product. (1) Given the product [CH:12]1([C:15]2[CH:23]=[C:22]([C:24]([F:26])([F:27])[F:25])[CH:21]=[C:20]([O:28][CH3:29])[C:16]=2[C:17]([NH:11][C@@H:7]2[CH2:8][CH2:9][CH2:10][C@@H:6]2[N:1]2[CH2:2][CH2:3][CH2:4][CH2:5]2)=[O:18])[CH2:14][CH2:13]1, predict the reactants needed to synthesize it. The reactants are: [N:1]1([C@H:6]2[CH2:10][CH2:9][CH2:8][C@H:7]2[NH2:11])[CH2:5][CH2:4][CH2:3][CH2:2]1.[CH:12]1([C:15]2[CH:23]=[C:22]([C:24]([F:27])([F:26])[F:25])[CH:21]=[C:20]([O:28][CH3:29])[C:16]=2[C:17](O)=[O:18])[CH2:14][CH2:13]1. (2) Given the product [F:24][C:14]1[C:13]([CH:11]([C:8]2[N:6]3[N:7]=[C:2]([N:33]4[CH2:32][CH2:31][NH:30][C:29](=[O:40])[CH:28]4[CH3:27])[CH:3]=[CH:4][C:5]3=[N:10][CH:9]=2)[CH3:12])=[C:22]([F:23])[CH:21]=[C:20]2[C:15]=1[CH:16]=[CH:17][CH:18]=[N:19]2, predict the reactants needed to synthesize it. The reactants are: Cl[C:2]1[CH:3]=[CH:4][C:5]2[N:6]([C:8]([CH:11]([C:13]3[C:14]([F:24])=[C:15]4[C:20](=[CH:21][C:22]=3[F:23])[N:19]=[CH:18][CH:17]=[CH:16]4)[CH3:12])=[CH:9][N:10]=2)[N:7]=1.[F-].[K+].[CH3:27][CH:28]1[NH:33][CH2:32][CH2:31][NH:30][CH2:29]1.CN1C(=[O:40])CCC1. (3) Given the product [OH:6][CH2:7][CH2:8][CH2:9][N:10]1[C:19]2[C:14](=[C:15]([CH2:20][CH:21]3[S:25][C:24](=[O:26])[N:23]([C:41]([C:35]4[CH:40]=[CH:39][CH:38]=[CH:37][CH:36]=4)([C:48]4[CH:49]=[CH:50][CH:51]=[CH:52][CH:53]=4)[C:42]4[CH:43]=[CH:44][CH:45]=[CH:46][CH:47]=4)[C:22]3=[O:27])[CH:16]=[CH:17][CH:18]=2)[CH2:13][CH2:12][C:11]1=[O:28], predict the reactants needed to synthesize it. The reactants are: CN(C=O)C.[OH:6][CH2:7][CH2:8][CH2:9][N:10]1[C:19]2[C:14](=[C:15]([CH2:20][CH:21]3[S:25][C:24](=[O:26])[NH:23][C:22]3=[O:27])[CH:16]=[CH:17][CH:18]=2)[CH2:13][CH2:12][C:11]1=[O:28].C(=O)([O-])[O-].[K+].[K+].[C:35]1([C:41](Cl)([C:48]2[CH:53]=[CH:52][CH:51]=[CH:50][CH:49]=2)[C:42]2[CH:47]=[CH:46][CH:45]=[CH:44][CH:43]=2)[CH:40]=[CH:39][CH:38]=[CH:37][CH:36]=1. (4) Given the product [F:9][C:10]1[CH:11]=[C:12]([C:41]2[CH:46]=[CH:45][CH:44]=[CH:43][C:42]=2[C:47]2[NH:3][C:4](=[O:7])[O:5][N:48]=2)[CH:13]=[CH:14][C:15]=1[CH2:16][C:17]1[C:18](=[O:40])[N:19]([C@H:30]2[CH2:33][C@H:32]([O:34][CH2:35][C:36]([OH:39])([CH3:38])[CH3:37])[CH2:31]2)[C:20]2[N:21]([N:26]=[C:27]([CH3:29])[N:28]=2)[C:22]=1[CH2:23][CH2:24][CH3:25], predict the reactants needed to synthesize it. The reactants are: [Cl-].O[NH3+:3].[C:4](=[O:7])([O-])[OH:5].[Na+].[F:9][C:10]1[CH:11]=[C:12]([C:41]2[C:42]([C:47]#[N:48])=[CH:43][CH:44]=[CH:45][CH:46]=2)[CH:13]=[CH:14][C:15]=1[CH2:16][C:17]1[C:18](=[O:40])[N:19]([C@H:30]2[CH2:33][C@H:32]([O:34][CH2:35][C:36]([OH:39])([CH3:38])[CH3:37])[CH2:31]2)[C:20]2[N:21]([N:26]=[C:27]([CH3:29])[N:28]=2)[C:22]=1[CH2:23][CH2:24][CH3:25]. (5) Given the product [CH3:14][N:15]([CH3:16])[C:11]([C:10]1[C:5]2[N:4]=[CH:3][NH:2][C:6]=2[CH:7]=[CH:8][CH:9]=1)=[O:13], predict the reactants needed to synthesize it. The reactants are: Cl.[NH:2]1[C:6]2[CH:7]=[CH:8][CH:9]=[C:10]([C:11]([OH:13])=O)[C:5]=2[N:4]=[CH:3]1.[CH3:14][NH:15][CH3:16].C(N(C(C)C)C(C)C)C.